This data is from Cav3 T-type calcium channel HTS with 100,875 compounds. The task is: Binary Classification. Given a drug SMILES string, predict its activity (active/inactive) in a high-throughput screening assay against a specified biological target. (1) The molecule is Clc1ccc(C2=NOC(C2)C(=O)Nc2cc3OCOc3cc2)cc1. The result is 0 (inactive). (2) The molecule is Clc1ccc(C(=O)Nc2n(CCN(CC)CC)c3c(n2)cccc3)cc1. The result is 0 (inactive). (3) The compound is O=C1N(CC(C1)C(=O)NCCCN1CCCCCC1)CCc1ccccc1. The result is 0 (inactive). (4) The result is 0 (inactive). The compound is o1c(C(=O)NCCN2CCc3c(C2)cccc3)cc2c1nc1c(c2)ccc(OC)c1. (5) The compound is s1c(C(=O)NC2CCCC2)c(N)c2c1nc(cc2)c1sccc1. The result is 0 (inactive). (6) The molecule is s1c2n(nc1c1c(OC)cccc1)c(nn2)C1Oc2c(OC1)cccc2. The result is 0 (inactive). (7) The compound is O1C(CC(=O)NCCc2c(OC)ccc(OC)c2)C(=O)Nc2c1cccc2. The result is 0 (inactive). (8) The result is 0 (inactive). The drug is O=C1/C(=c2/[nH]c(nc(n2)N)c2ccccc2)C=CC=C1. (9) The molecule is O=C(NCCC=1CCCCC1)CCCN1C(=O)c2c(C1=O)cccc2. The result is 0 (inactive). (10) The drug is O=C(Nc1c(OC)cccc1)C=1C(n2[nH]c(nc2=NC1C)CCCO)c1cccnc1. The result is 0 (inactive).